Dataset: Full USPTO retrosynthesis dataset with 1.9M reactions from patents (1976-2016). Task: Predict the reactants needed to synthesize the given product. Given the product [Cl:29][C:24]1[CH:23]=[C:22]([CH:27]=[CH:26][C:25]=1[Cl:28])[CH2:21][N:19]1[CH2:20][CH:16]([CH2:15][CH2:14][O:13][C:10]2[CH:9]=[CH:8][C:7]([CH2:6][C:5]([CH3:39])([O:32][C:33]3[CH:34]=[CH:35][CH:36]=[CH:37][CH:38]=3)[C:4]([OH:40])=[O:3])=[CH:12][CH:11]=2)[N:17]([CH3:31])[C:18]1=[O:30], predict the reactants needed to synthesize it. The reactants are: C([O:3][C:4](=[O:40])[C:5]([CH3:39])([O:32][C:33]1[CH:38]=[CH:37][CH:36]=[CH:35][CH:34]=1)[CH2:6][C:7]1[CH:12]=[CH:11][C:10]([O:13][CH2:14][CH2:15][CH:16]2[CH2:20][N:19]([CH2:21][C:22]3[CH:27]=[CH:26][C:25]([Cl:28])=[C:24]([Cl:29])[CH:23]=3)[C:18](=[O:30])[N:17]2[CH3:31])=[CH:9][CH:8]=1)C.[OH-].[Na+].Cl.